From a dataset of Catalyst prediction with 721,799 reactions and 888 catalyst types from USPTO. Predict which catalyst facilitates the given reaction. (1) Reactant: [OH-].[K+].[O:3]=[C:4]([O:23][CH2:24][CH2:25][CH3:26])[CH2:5][C:6]1[C:14]2[C:9](=[CH:10][CH:11]=[CH:12][CH:13]=2)[NH:8][C:7]=1[CH2:15][CH2:16][C:17]([O:19]CCC)=[O:18].C(O)(=O)C. Product: [O:3]=[C:4]([O:23][CH2:24][CH2:25][CH3:26])[CH2:5][C:6]1[C:14]2[C:9](=[CH:10][CH:11]=[CH:12][CH:13]=2)[NH:8][C:7]=1[CH2:15][CH2:16][C:17]([OH:19])=[O:18]. The catalyst class is: 259. (2) Reactant: C([O:4][C@H:5]([C:14]([F:33])(S(C1C=CC=CC=1)(=O)=O)S(C1C=CC=CC=1)(=O)=O)[CH:6]=[CH:7][C:8]1[CH:13]=[CH:12][CH:11]=[CH:10][CH:9]=1)(=O)C.[I-].[Sm+2].[I-].O1CCCC1.[Cl-].[NH4+].[Mg]. Product: [F:33][CH2:14][C@@H:5]([OH:4])/[CH:6]=[CH:7]/[C:8]1[CH:9]=[CH:10][CH:11]=[CH:12][CH:13]=1. The catalyst class is: 5. (3) Reactant: [CH3:1][O:2][C:3]1C=C(O)[CH:6]=[CH:7][CH:8]=1.[H-].[Na+].[CH2:12]([O:14][C:15](=[O:31])[C:16]([C:29]#[N:30])=[CH:17][C:18]1[CH:23]=[C:22]([O:24][CH3:25])[C:21]([O:26][CH3:27])=[C:20]([Br:28])[CH:19]=1)[CH3:13]. Product: [C:29]([C:16]1[C:15](=[O:31])[O:14][C:12]2[C:6]([C:17]=1[C:18]1[CH:23]=[C:22]([O:24][CH3:25])[C:21]([O:26][CH3:27])=[C:20]([Br:28])[CH:19]=1)=[CH:7][CH:8]=[C:3]([O:2][CH3:1])[CH:13]=2)#[N:30]. The catalyst class is: 11.